Dataset: Forward reaction prediction with 1.9M reactions from USPTO patents (1976-2016). Task: Predict the product of the given reaction. The product is: [F:76][C:70]1[C:71]([F:75])=[CH:72][CH:73]=[CH:74][C:69]=1[CH2:68][S:67][C:62]1[N:61]=[C:60]([O:59][C@H:57]([CH3:58])[C:56]([O:55][CH2:53][CH3:54])=[O:77])[CH:65]=[C:64]([NH:12][S:9]([N:6]2[CH2:5][CH2:4][N:3]([CH2:1][CH3:2])[CH2:8][CH2:7]2)(=[O:10])=[O:11])[N:63]=1. Given the reactants [CH2:1]([N:3]1[CH2:8][CH2:7][N:6]([S:9]([NH2:12])(=[O:11])=[O:10])[CH2:5][CH2:4]1)[CH3:2].C1(P(C2CCCCC2)C2C=CC=CC=2C2C(C(C)C)=CC(C(C)C)=CC=2C(C)C)CCCCC1.C(=O)([O-])[O-].[Cs+].[Cs+].[CH2:53]([O:55][C:56](=[O:77])[C@H:57]([O:59][C:60]1[CH:65]=[C:64](Cl)[N:63]=[C:62]([S:67][CH2:68][C:69]2[CH:74]=[CH:73][CH:72]=[C:71]([F:75])[C:70]=2[F:76])[N:61]=1)[CH3:58])[CH3:54], predict the reaction product.